This data is from Catalyst prediction with 721,799 reactions and 888 catalyst types from USPTO. The task is: Predict which catalyst facilitates the given reaction. (1) Reactant: [Cl:1][C:2]1[CH:3]=[C:4]([CH:20]=[CH:21][C:22]=1[Cl:23])[O:5][C:6]1[C:7](=[O:19])[NH:8][C:9](/[CH:16]=[N:17]/O)=[N:10][C:11]=1[C:12]([F:15])([F:14])[F:13].C(OC(=O)C)(=O)C.C([O-])(=O)C.[Na+].C(=O)([O-])[O-].[K+].[K+]. Product: [Cl:1][C:2]1[CH:3]=[C:4]([CH:20]=[CH:21][C:22]=1[Cl:23])[O:5][C:6]1[C:7](=[O:19])[NH:8][C:9]([C:16]#[N:17])=[N:10][C:11]=1[C:12]([F:15])([F:13])[F:14]. The catalyst class is: 6. (2) Reactant: [CH:1]([N:4]1[C:9](=[O:10])[CH:8]=[CH:7][C:6]([C:11]2[C:12]([C:28]3[CH:33]=[CH:32][CH:31]=[CH:30][CH:29]=3)=[N:13][N:14]3[CH:19]=[CH:18][C:17]([NH:20]C(=O)OC(C)(C)C)=[CH:16][C:15]=23)=[N:5]1)([CH3:3])[CH3:2]. Product: [NH2:20][C:17]1[CH:18]=[CH:19][N:14]2[N:13]=[C:12]([C:28]3[CH:29]=[CH:30][CH:31]=[CH:32][CH:33]=3)[C:11]([C:6]3[CH:7]=[CH:8][C:9](=[O:10])[N:4]([CH:1]([CH3:3])[CH3:2])[N:5]=3)=[C:15]2[CH:16]=1. The catalyst class is: 67. (3) The catalyst class is: 496. Product: [Cl:39][C:15]1[CH:14]=[CH:13][C:12]([CH2:11][NH:10][S:6]([C:2]2[S:1][CH:5]=[CH:4][CH:3]=2)(=[O:8])=[O:7])=[CH:17][C:16]=1[NH:18][C:19]1[N:23]([CH3:24])[C:22]2[CH:25]=[CH:26][C:27]([C:29]([NH:31][CH2:32][CH:33]3[CH2:38][CH2:37][CH2:36][CH2:35][CH2:34]3)=[O:30])=[CH:28][C:21]=2[N:20]=1. Reactant: [S:1]1[CH:5]=[CH:4][CH:3]=[C:2]1[S:6](Cl)(=[O:8])=[O:7].[NH2:10][CH2:11][C:12]1[CH:13]=[CH:14][C:15]([Cl:39])=[C:16]([NH:18][C:19]2[N:23]([CH3:24])[C:22]3[CH:25]=[CH:26][C:27]([C:29]([NH:31][CH2:32][CH:33]4[CH2:38][CH2:37][CH2:36][CH2:35][CH2:34]4)=[O:30])=[CH:28][C:21]=3[N:20]=2)[CH:17]=1. (4) Reactant: [F:1][C:2]1[CH:7]=[CH:6][CH:5]=[C:4]([F:8])[C:3]=1[N:9]1[CH2:13][CH2:12][C:11]([NH:14][C:15](=[O:17])[CH3:16])=[N:10]1.ClC1C(=O)C(C#N)=C(C#N)C(=O)C=1Cl. Product: [F:1][C:2]1[CH:7]=[CH:6][CH:5]=[C:4]([F:8])[C:3]=1[N:9]1[CH:13]=[CH:12][C:11]([NH:14][C:15](=[O:17])[CH3:16])=[N:10]1. The catalyst class is: 12.